Dataset: Catalyst prediction with 721,799 reactions and 888 catalyst types from USPTO. Task: Predict which catalyst facilitates the given reaction. (1) Reactant: [CH3:1][C:2]1([CH3:9])[CH2:7][CH2:6][C:5](=[O:8])[CH2:4][CH2:3]1.[C:10](=O)([O:13]C)[O:11][CH3:12].[H-].[Na+].CO. Product: [OH:8][C:5]1[CH2:6][CH2:7][C:2]([CH3:9])([CH3:1])[CH2:3][C:4]=1[C:10]([O:11][CH3:12])=[O:13]. The catalyst class is: 1. (2) Reactant: CC1(C)[O:6][C@H:5]([CH2:7][N:8]2[CH:12]=[CH:11][C:10]([NH:13][C:14](=[O:35])[CH:15]([N:20]3[C:25](=[O:26])[CH:24]=[C:23]([NH:27][C:28]4[CH:33]=[CH:32][CH:31]=[CH:30][C:29]=4[Cl:34])[CH:22]=[N:21]3)[CH2:16][CH:17]([CH3:19])[CH3:18])=[N:9]2)[CH2:4][O:3]1.Cl. Product: [OH:6][C@@H:5]([CH2:4][OH:3])[CH2:7][N:8]1[CH:12]=[CH:11][C:10]([NH:13][C:14](=[O:35])[CH:15]([N:20]2[C:25](=[O:26])[CH:24]=[C:23]([NH:27][C:28]3[CH:33]=[CH:32][CH:31]=[CH:30][C:29]=3[Cl:34])[CH:22]=[N:21]2)[CH2:16][CH:17]([CH3:19])[CH3:18])=[N:9]1. The catalyst class is: 7.